Dataset: Reaction yield outcomes from USPTO patents with 853,638 reactions. Task: Predict the reaction yield, written as a fraction of the theoretical maximum amount of product (1.0 means a 100% yield; for example, 0.34 means a 34% yield). (1) The reactants are Br[C:2]1[CH:3]=[C:4]2[C:10](I)=[N:9][N:8](C3CCCCO3)[C:5]2=[CH:6][N:7]=1.[F:18][C:19]([F:30])([F:29])[C:20]1[CH:21]=[C:22](B(O)O)[CH:23]=[CH:24][CH:25]=1.[N:31]1[CH:36]=[CH:35][CH:34]=[C:33](B2OC(C)(C)C(C)(C)O2)[CH:32]=1. No catalyst specified. The product is [N:31]1[CH:36]=[CH:35][CH:34]=[C:33]([C:2]2[CH:3]=[C:4]3[C:10]([C:24]4[CH:23]=[CH:22][CH:21]=[C:20]([C:19]([F:30])([F:29])[F:18])[CH:25]=4)=[N:9][NH:8][C:5]3=[CH:6][N:7]=2)[CH:32]=1. The yield is 0.330. (2) The reactants are [CH2:1]([O:8][C:9]1[C:14](=[O:15])[N:13]2[CH:16]=[C:17]([CH3:20])[CH:18]=[CH:19][C:12]2=[N:11][C:10]=1[C:21](O)=[O:22])[C:2]1[CH:7]=[CH:6][CH:5]=[CH:4][CH:3]=1.ON1[C:29]2[CH:30]=[CH:31][CH:32]=[CH:33][C:28]=2N=N1.Cl.C[N:36](C)[CH2:37][CH2:38]CN=C=NCC.C(N(CC)CC)C.[O:53]1CCCC1. No catalyst specified. The product is [O:53]=[C:38]([C:28]1[CH:33]=[CH:32][CH:31]=[CH:30][CH:29]=1)[CH2:37][NH:36][C:21]([C:10]1[N:11]=[C:12]2[CH:19]=[CH:18][C:17]([CH3:20])=[CH:16][N:13]2[C:14](=[O:15])[C:9]=1[O:8][CH2:1][C:2]1[CH:3]=[CH:4][CH:5]=[CH:6][CH:7]=1)=[O:22]. The yield is 0.450. (3) The reactants are [Cl:1][C:2]1[CH:7]=[CH:6][CH:5]=[CH:4][CH:3]=1.ClCCCl.[N+:12]([O-:15])([OH:14])=[O:13]. The catalyst is O. The product is [N+:12]([C:3]1[CH:4]=[CH:5][CH:6]=[CH:7][C:2]=1[Cl:1])([O-:14])=[O:13].[N+:12]([C:5]1[CH:6]=[CH:7][C:2]([Cl:1])=[CH:3][CH:4]=1)([O-:15])=[O:13]. The yield is 0.618. (4) The reactants are [CH2:1]([O:8][C:9]1[CH:14]=[CH:13][C:12]([C:15]2[CH:20]=[CH:19][C:18]([CH3:21])=[C:17]([CH:22]=[O:23])[CH:16]=2)=[CH:11][CH:10]=1)[C:2]1[CH:7]=[CH:6][CH:5]=[CH:4][CH:3]=1.[BH4-].[Na+].CCOC(C)=O. The catalyst is C1COCC1. The product is [CH2:1]([O:8][C:9]1[CH:14]=[CH:13][C:12]([C:15]2[CH:20]=[CH:19][C:18]([CH3:21])=[C:17]([CH2:22][OH:23])[CH:16]=2)=[CH:11][CH:10]=1)[C:2]1[CH:7]=[CH:6][CH:5]=[CH:4][CH:3]=1. The yield is 0.630. (5) The reactants are [CH2:1]([C:5]1[N:10]2[N:11]=[CH:12][CH:13]=[C:9]2[N:8]([C@H:14]2[CH2:19][CH2:18][C@H:17]([O:20][CH2:21]C(OCC)=O)[CH2:16][CH2:15]2)[C:7](=[O:27])[C:6]=1[CH2:28][C:29]1[CH:30]=[N:31][C:32]([C:35]2[CH:40]=[CH:39][CH:38]=[CH:37][C:36]=2[C:41]#[N:42])=[CH:33][CH:34]=1)[CH2:2][CH2:3][CH3:4].[CH3:43][Mg]Br.C([O:49][CH2:50][CH3:51])(=O)C. The catalyst is O1CCCC1. The product is [CH2:1]([C:5]1[N:10]2[N:11]=[CH:12][CH:13]=[C:9]2[N:8]([C@H:14]2[CH2:19][CH2:18][C@H:17]([O:20][CH2:21][C:50]([OH:49])([CH3:51])[CH3:43])[CH2:16][CH2:15]2)[C:7](=[O:27])[C:6]=1[CH2:28][C:29]1[CH:34]=[CH:33][C:32]([C:35]2[CH:40]=[CH:39][CH:38]=[CH:37][C:36]=2[C:41]#[N:42])=[N:31][CH:30]=1)[CH2:2][CH2:3][CH3:4]. The yield is 0.630. (6) The reactants are [O:1]1[CH2:6][CH2:5][CH:4]([C:7]([C:9]2[S:13][C:12]([NH2:14])=[N:11][C:10]=2[C:15]2[O:16][CH:17]=[CH:18][CH:19]=2)=[O:8])[CH2:3][CH2:2]1.[O:20]1[CH:24]=[CH:23][CH:22]=[C:21]1[C:25](Cl)=[O:26].O. The catalyst is CN(C1C=CN=CC=1)C.N1C=CC=CC=1. The product is [O:16]1[CH:17]=[CH:18][CH:19]=[C:15]1[C:10]1[N:11]=[C:12]([NH:14][C:25]([C:21]2[O:20][CH:24]=[CH:23][CH:22]=2)=[O:26])[S:13][C:9]=1[C:7]([CH:4]1[CH2:5][CH2:6][O:1][CH2:2][CH2:3]1)=[O:8]. The yield is 0.660. (7) The reactants are [NH2:1][CH2:2][C:3]([C:6]1[NH:7][C:8]2[C:13]([CH:14]=1)=[CH:12][C:11]([NH:15][C:16]([C:18]1([C:21]3[CH:29]=[CH:28][C:24]4[O:25][CH2:26][O:27][C:23]=4[CH:22]=3)[CH2:20][CH2:19]1)=[O:17])=[CH:10][CH:9]=2)([CH3:5])[CH3:4].N1C=CC=CC=1.[C:36](OC(=O)C)(=[O:38])[CH3:37].O. The catalyst is ClCCl. The product is [C:36]([NH:1][CH2:2][C:3]([C:6]1[NH:7][C:8]2[C:13]([CH:14]=1)=[CH:12][C:11]([NH:15][C:16]([C:18]1([C:21]3[CH:29]=[CH:28][C:24]4[O:25][CH2:26][O:27][C:23]=4[CH:22]=3)[CH2:20][CH2:19]1)=[O:17])=[CH:10][CH:9]=2)([CH3:4])[CH3:5])(=[O:38])[CH3:37]. The yield is 0.730.